From a dataset of Peptide-MHC class I binding affinity with 185,985 pairs from IEDB/IMGT. Regression. Given a peptide amino acid sequence and an MHC pseudo amino acid sequence, predict their binding affinity value. This is MHC class I binding data. (1) The peptide sequence is ISLWGSLLK. The MHC is HLA-A02:12 with pseudo-sequence HLA-A02:12. The binding affinity (normalized) is 0.0847. (2) The peptide sequence is NTAINFFLY. The MHC is HLA-A01:01 with pseudo-sequence HLA-A01:01. The binding affinity (normalized) is 0.875. (3) The peptide sequence is NLKDEQFPV. The MHC is HLA-A02:11 with pseudo-sequence HLA-A02:11. The binding affinity (normalized) is 1.00. (4) The peptide sequence is RLASTVIYR. The MHC is HLA-B46:01 with pseudo-sequence HLA-B46:01. The binding affinity (normalized) is 0.0847. (5) The peptide sequence is RGYVWTNGY. The MHC is HLA-A24:03 with pseudo-sequence HLA-A24:03. The binding affinity (normalized) is 0.0847. (6) The peptide sequence is IRFEPGDET. The MHC is Mamu-B03 with pseudo-sequence Mamu-B03. The binding affinity (normalized) is 0.